This data is from NCI-60 drug combinations with 297,098 pairs across 59 cell lines. The task is: Regression. Given two drug SMILES strings and cell line genomic features, predict the synergy score measuring deviation from expected non-interaction effect. (1) Drug 1: CCN(CC)CCNC(=O)C1=C(NC(=C1C)C=C2C3=C(C=CC(=C3)F)NC2=O)C. Drug 2: CC1=C(C(=O)C2=C(C1=O)N3CC4C(C3(C2COC(=O)N)OC)N4)N. Cell line: HOP-92. Synergy scores: CSS=15.5, Synergy_ZIP=-2.96, Synergy_Bliss=-0.569, Synergy_Loewe=-6.19, Synergy_HSA=1.90. (2) Drug 1: CC(C1=C(C=CC(=C1Cl)F)Cl)OC2=C(N=CC(=C2)C3=CN(N=C3)C4CCNCC4)N. Drug 2: C1CNP(=O)(OC1)N(CCCl)CCCl. Cell line: MDA-MB-231. Synergy scores: CSS=-3.77, Synergy_ZIP=-2.37, Synergy_Bliss=-6.02, Synergy_Loewe=-16.8, Synergy_HSA=-6.53. (3) Drug 2: CC12CCC3C(C1CCC2OP(=O)(O)O)CCC4=C3C=CC(=C4)OC(=O)N(CCCl)CCCl.[Na+]. Synergy scores: CSS=37.6, Synergy_ZIP=-4.00, Synergy_Bliss=-2.57, Synergy_Loewe=-38.6, Synergy_HSA=-2.56. Cell line: OVCAR-8. Drug 1: C1=NC2=C(N1)C(=S)N=C(N2)N. (4) Drug 1: CNC(=O)C1=NC=CC(=C1)OC2=CC=C(C=C2)NC(=O)NC3=CC(=C(C=C3)Cl)C(F)(F)F. Drug 2: CC1C(C(CC(O1)OC2CC(CC3=C2C(=C4C(=C3O)C(=O)C5=C(C4=O)C(=CC=C5)OC)O)(C(=O)CO)O)N)O.Cl. Cell line: IGROV1. Synergy scores: CSS=38.3, Synergy_ZIP=-3.30, Synergy_Bliss=0.818, Synergy_Loewe=-7.68, Synergy_HSA=1.53. (5) Drug 1: C1CN1P(=S)(N2CC2)N3CC3. Drug 2: C1CC(=O)NC(=O)C1N2C(=O)C3=CC=CC=C3C2=O. Cell line: MCF7. Synergy scores: CSS=4.15, Synergy_ZIP=-1.20, Synergy_Bliss=2.12, Synergy_Loewe=-1.13, Synergy_HSA=1.69. (6) Drug 1: C#CCC(CC1=CN=C2C(=N1)C(=NC(=N2)N)N)C3=CC=C(C=C3)C(=O)NC(CCC(=O)O)C(=O)O. Drug 2: CC12CCC3C(C1CCC2OP(=O)(O)O)CCC4=C3C=CC(=C4)OC(=O)N(CCCl)CCCl.[Na+]. Cell line: K-562. Synergy scores: CSS=4.79, Synergy_ZIP=0.293, Synergy_Bliss=2.97, Synergy_Loewe=1.92, Synergy_HSA=1.19. (7) Drug 1: CN(C)C1=NC(=NC(=N1)N(C)C)N(C)C. Drug 2: CN(CCCl)CCCl.Cl. Cell line: SN12C. Synergy scores: CSS=4.01, Synergy_ZIP=-7.37, Synergy_Bliss=-4.99, Synergy_Loewe=-37.1, Synergy_HSA=-6.31.